Dataset: Forward reaction prediction with 1.9M reactions from USPTO patents (1976-2016). Task: Predict the product of the given reaction. (1) Given the reactants [Br:1][C:2]1[CH:3]=[C:4](/[CH:7]=[CH:8]/[C:9]([OH:11])=O)[O:5][CH:6]=1.C(N(CC)CC)C.C1(P([N:33]=[N+:34]=[N-:35])(C2C=CC=CC=2)=O)C=CC=CC=1.C(=O)(O)[O-].[Na+], predict the reaction product. The product is: [Br:1][C:2]1[CH:3]=[C:4](/[CH:7]=[CH:8]/[C:9]([N:33]=[N+:34]=[N-:35])=[O:11])[O:5][CH:6]=1. (2) Given the reactants [C:1]([O:5][C:6](=[O:21])[NH:7][C:8]([CH2:19][NH2:20])([C:12]1[CH:17]=[CH:16][CH:15]=[CH:14][C:13]=1[F:18])[CH:9]([F:11])[F:10])([CH3:4])([CH3:3])[CH3:2].I[CH2:23][C:24]#[N:25].CCN(C(C)C)C(C)C, predict the reaction product. The product is: [C:1]([O:5][C:6](=[O:21])[NH:7][C:8]([CH2:19][NH:20][CH2:23][C:24]#[N:25])([C:12]1[CH:17]=[CH:16][CH:15]=[CH:14][C:13]=1[F:18])[CH:9]([F:11])[F:10])([CH3:4])([CH3:2])[CH3:3]. (3) Given the reactants [CH2:1]([O:3][C:4](=[O:32])[CH2:5][C@@H:6]([C:23]1[CH:31]=[CH:30][C:26]2[CH:27]=[CH:28][O:29][C:25]=2[CH:24]=1)[N:7](CC1C=CC=CC=1)[C@@H](C1C=CC=CC=1)C)[CH3:2], predict the reaction product. The product is: [CH2:1]([O:3][C:4](=[O:32])[CH2:5][C@H:6]([NH2:7])[C:23]1[CH:31]=[CH:30][C:26]2[CH2:27][CH2:28][O:29][C:25]=2[CH:24]=1)[CH3:2]. (4) The product is: [O:2]=[C:3]([C:12]1[CH:13]=[CH:14][CH:15]=[CH:16][CH:17]=1)[CH2:4][C:5](=[NH:6])[NH:25][C:24]1[CH:26]=[CH:27][C:21]([O:20][C:19]([F:18])([F:28])[F:29])=[CH:22][CH:23]=1. Given the reactants Cl.[O:2]=[C:3]([C:12]1[CH:17]=[CH:16][CH:15]=[CH:14][CH:13]=1)[CH2:4][C:5](SCCCC)=[NH:6].[F:18][C:19]([F:29])([F:28])[O:20][C:21]1[CH:27]=[CH:26][C:24]([NH2:25])=[CH:23][CH:22]=1, predict the reaction product. (5) Given the reactants [CH2:1]([O:3][C:4]([C:6]1[N:7]=[N:8][C:9]([C:12]([O:14][CH2:15][CH3:16])=[O:13])=NN=1)=[O:5])[CH3:2].[NH:17]1[C:25]2[C:20](=[CH:21][CH:22]=[CH:23][CH:24]=2)[CH:19]=[CH:18]1, predict the reaction product. The product is: [C:6]1([C:4]([O:3][CH2:1][CH3:2])=[O:5])[N:7]=[N:8][C:9]([C:12]([O:14][CH2:15][CH3:16])=[O:13])=[C:18]2[C:19]=1[C:20]1[CH:21]=[CH:22][CH:23]=[CH:24][C:25]=1[NH:17]2. (6) Given the reactants [Cl:1][C:2]1[C:3]2[CH:17]=[CH:16][NH:15][C:4]=2[N:5]=[C:6]([NH:8][C:9](=[O:14])[C:10]([CH3:13])([CH3:12])[CH3:11])[N:7]=1.[I:18]N1C(=O)CCC1=O, predict the reaction product. The product is: [Cl:1][C:2]1[C:3]2[C:17]([I:18])=[CH:16][NH:15][C:4]=2[N:5]=[C:6]([NH:8][C:9](=[O:14])[C:10]([CH3:13])([CH3:11])[CH3:12])[N:7]=1. (7) Given the reactants [Br:1][C:2]1[CH:7]=[CH:6][C:5](OCC)=[C:4]([F:11])[CH:3]=1.BrC[CH:14]1[CH2:19][CH2:18][CH:17]([CH2:20][CH2:21][CH3:22])[CH2:16][CH2:15]1.C(=O)([O-])[O-].[K+].[K+], predict the reaction product. The product is: [Br:1][C:2]1[CH:7]=[CH:6][C:5]([CH:14]2[CH2:19][CH2:18][CH:17]([CH2:20][CH2:21][CH3:22])[CH2:16][CH2:15]2)=[C:4]([F:11])[CH:3]=1.